Dataset: Full USPTO retrosynthesis dataset with 1.9M reactions from patents (1976-2016). Task: Predict the reactants needed to synthesize the given product. (1) Given the product [CH2:19]([S:21]([O:11][C:7]1[CH:8]=[CH:9][CH:10]=[C:5]([C:1]([CH3:4])([CH3:2])[CH3:3])[CH:6]=1)(=[O:23])=[O:22])[CH3:20], predict the reactants needed to synthesize it. The reactants are: [C:1]([C:5]1[CH:6]=[C:7]([OH:11])[CH:8]=[CH:9][CH:10]=1)([CH3:4])([CH3:3])[CH3:2].C(N(CC)CC)C.[CH2:19]([S:21](Cl)(=[O:23])=[O:22])[CH3:20]. (2) Given the product [OH:68][C@@H:67]([CH3:69])[C:66]([N:1]1[CH2:2][CH:3]([N:5]2[CH:9]=[C:8]([C:10]3[CH:32]=[CH:31][C:13]4[C:14]5[N:18]([CH:17]=[C:16]([C:22]6[N:23]([CH:28]([CH3:30])[CH3:29])[N:24]=[C:25]([CH3:27])[N:26]=6)[N:15]=5)[CH2:19][CH2:20][O:21][C:12]=4[CH:11]=3)[CH:7]=[N:6]2)[CH2:4]1)=[O:70], predict the reactants needed to synthesize it. The reactants are: [NH:1]1[CH2:4][CH:3]([N:5]2[CH:9]=[C:8]([C:10]3[CH:32]=[CH:31][C:13]4[C:14]5[N:18]([CH2:19][CH2:20][O:21][C:12]=4[CH:11]=3)[CH:17]=[C:16]([C:22]3[N:23]([CH:28]([CH3:30])[CH3:29])[N:24]=[C:25]([CH3:27])[N:26]=3)[N:15]=5)[CH:7]=[N:6]2)[CH2:2]1.CCN(C(C)C)C(C)C.CN(C(ON1N=NC2C=CC=NC1=2)=[N+](C)C)C.F[P-](F)(F)(F)(F)F.[C:66](O)(=[O:70])[C@H:67]([CH3:69])[OH:68]. (3) Given the product [N:21]1([S:2]([C:5]2[CH:6]=[C:7]([CH:12]=[C:13]([C:15]([F:18])([F:17])[F:16])[CH:14]=2)[C:8]([O:10][CH3:11])=[O:9])(=[O:4])=[O:3])[CH2:22][CH2:27][CH2:25]1, predict the reactants needed to synthesize it. The reactants are: Cl[S:2]([C:5]1[CH:6]=[C:7]([CH:12]=[C:13]([C:15]([F:18])([F:17])[F:16])[CH:14]=1)[C:8]([O:10][CH3:11])=[O:9])(=[O:4])=[O:3].CC[N:21]([CH:25]([CH3:27])C)[CH:22](C)C.N1CCC1.[NH4+].[Cl-]. (4) The reactants are: Cl.[CH3:2][C:3]1[C:12]2[C:7](=[CH:8][CH:9]=[CH:10][CH:11]=2)[C:6]([C:13]([OH:15])=[O:14])=[CH:5][CH:4]=1.[CH3:16]O. Given the product [CH3:2][C:3]1[C:12]2[C:7](=[CH:8][CH:9]=[CH:10][CH:11]=2)[C:6]([C:13]([O:15][CH3:16])=[O:14])=[CH:5][CH:4]=1, predict the reactants needed to synthesize it. (5) Given the product [F:18][C:2]([F:1])([C:11]1[CH:12]=[CH:13][C:14]([CH3:17])=[CH:15][CH:16]=1)[CH2:3][N:4]1[CH2:5][CH2:6][CH:7]([NH:10][C:20]2[C:21]3[CH:28]=[CH:27][NH:26][C:22]=3[N:23]=[CH:24][N:25]=2)[CH2:8][CH2:9]1, predict the reactants needed to synthesize it. The reactants are: [F:1][C:2]([F:18])([C:11]1[CH:16]=[CH:15][C:14]([CH3:17])=[CH:13][CH:12]=1)[CH2:3][N:4]1[CH2:9][CH2:8][CH:7]([NH2:10])[CH2:6][CH2:5]1.Cl[C:20]1[C:21]2[CH:28]=[CH:27][NH:26][C:22]=2[N:23]=[CH:24][N:25]=1.CCN(C(C)C)C(C)C. (6) Given the product [NH2:8][C:3]1[C:2]([C:20]2[CH:21]=[CH:22][C:17]([OH:16])=[CH:18][CH:19]=2)=[CH:7][CH:6]=[CH:5][N:4]=1, predict the reactants needed to synthesize it. The reactants are: Br[C:2]1[C:3]([NH2:8])=[N:4][CH:5]=[CH:6][CH:7]=1.[Si]([O:16][C:17]1[CH:22]=[CH:21][C:20](B(O)O)=[CH:19][CH:18]=1)(C(C)(C)C)(C)C.C(=O)([O-])[O-].[Na+].[Na+].